From a dataset of Reaction yield outcomes from USPTO patents with 853,638 reactions. Predict the reaction yield, written as a fraction of the theoretical maximum amount of product (1.0 means a 100% yield; for example, 0.34 means a 34% yield). (1) The reactants are N12CCC(CC1)[C@H](NCCC1C3C(C([O-])=O)=CC=CC=3NN=1)C2.[Li+].[F:25][C:26]1[C:37]2[C:38]3[N:30]([NH:31][CH2:32][C:33]=3[C@H:34]([CH:40]3[CH:45]4[CH2:46][CH2:47][N:42]([CH2:43][CH2:44]4)[CH2:41]3)[C:35](=[O:39])[CH:36]=2)[CH:29]=[CH:28][N:27]=1.[ClH:48]. No catalyst specified. The product is [ClH:48].[F:25][C:26]1[C:37]2[C:38]3[N:30]([NH:31][CH2:32][C:33]=3[C@H:34]([CH:40]3[CH:45]4[CH2:46][CH2:47][N:42]([CH2:43][CH2:44]4)[CH2:41]3)[C:35](=[O:39])[CH:36]=2)[CH:29]=[CH:28][N:27]=1. The yield is 0.710. (2) The reactants are Cl[C:2]1[C:3]2[N:11]=[C:10]([C:12]3[CH:17]=[CH:16][C:15]([O:18][CH3:19])=[C:14]([O:20][CH3:21])[CH:13]=3)[CH:9]=[CH:8][C:4]=2[N:5]=[CH:6][N:7]=1.[O:22]([CH2:29][CH2:30]N1CCNCC1)[C:23]1[CH:28]=[CH:27][CH:26]=[CH:25][CH:24]=1.[CH:37](O)([CH3:39])C. No catalyst specified. The product is [O:22]([CH2:29][CH2:30][CH:39]1[CH2:37][NH:11][CH2:3][CH2:4][N:5]1[C:2]1[C:3]2[N:11]=[C:10]([C:12]3[CH:17]=[CH:16][C:15]([O:18][CH3:19])=[C:14]([O:20][CH3:21])[CH:13]=3)[CH:9]=[CH:8][C:4]=2[N:5]=[CH:6][N:7]=1)[C:23]1[CH:24]=[CH:25][CH:26]=[CH:27][CH:28]=1. The yield is 0.840. (3) The reactants are [F:1][C:2]1[CH:7]=[C:6]([CH3:8])[C:5]([OH:9])=[C:4]([C:10]2[CH:14]=[CH:13][O:12][CH:11]=2)[CH:3]=1. The catalyst is CO.[C].[Pd]. The product is [F:1][C:2]1[CH:3]=[C:4]([CH:10]2[CH2:14][CH2:13][O:12][CH2:11]2)[C:5]([OH:9])=[C:6]([CH3:8])[CH:7]=1. The yield is 0.760. (4) The product is [F:23][C:24]1[CH:29]=[C:28]([C:2]2[C:7](=[O:8])[N:6]3[C:9]([CH3:12])=[CH:10][S:11][C:5]3=[N:4][C:3]=2[C@@H:13]([NH:15][C:16](=[O:22])[O:17][C:18]([CH3:21])([CH3:20])[CH3:19])[CH3:14])[CH:27]=[CH:26][CH:25]=1. The catalyst is O1CCOCC1.O.C1C=CC([P]([Pd]([P](C2C=CC=CC=2)(C2C=CC=CC=2)C2C=CC=CC=2)([P](C2C=CC=CC=2)(C2C=CC=CC=2)C2C=CC=CC=2)[P](C2C=CC=CC=2)(C2C=CC=CC=2)C2C=CC=CC=2)(C2C=CC=CC=2)C2C=CC=CC=2)=CC=1. The reactants are Br[C:2]1[C:7](=[O:8])[N:6]2[C:9]([CH3:12])=[CH:10][S:11][C:5]2=[N:4][C:3]=1[C@@H:13]([NH:15][C:16](=[O:22])[O:17][C:18]([CH3:21])([CH3:20])[CH3:19])[CH3:14].[F:23][C:24]1[CH:25]=[C:26](B(O)O)[CH:27]=[CH:28][CH:29]=1.C(=O)([O-])[O-].[Na+].[Na+]. The yield is 0.760. (5) The reactants are Br[C:2]1[CH:3]=[CH:4][C:5]([CH2:8][C:9]([NH:11][C:12]2[CH:17]=[C:16]([C:18]([C:20]3[C:28]4[CH:27]=[N:26][CH:25]=[N:24][C:23]=4[N:22]([CH:29]([CH3:31])[CH3:30])[CH:21]=3)=[O:19])[CH:15]=[CH:14][N:13]=2)=[O:10])=[N:6][CH:7]=1.[CH3:32][N:33](C=O)C. The catalyst is CCOC(C)=O.[C-]#N.[Zn+2].[C-]#N.C1C=CC(/C=C/C(/C=C/C2C=CC=CC=2)=O)=CC=1.C1C=CC(/C=C/C(/C=C/C2C=CC=CC=2)=O)=CC=1.C1C=CC(/C=C/C(/C=C/C2C=CC=CC=2)=O)=CC=1.[Pd].[Pd].C1(P(C2C=CC=CC=2)[C-]2C=CC=C2)C=CC=CC=1.[C-]1(P(C2C=CC=CC=2)C2C=CC=CC=2)C=CC=C1.[Fe+2]. The product is [C:32]([C:2]1[CH:3]=[CH:4][C:5]([CH2:8][C:9]([NH:11][C:12]2[CH:17]=[C:16]([C:18]([C:20]3[C:28]4[CH:27]=[N:26][CH:25]=[N:24][C:23]=4[N:22]([CH:29]([CH3:31])[CH3:30])[CH:21]=3)=[O:19])[CH:15]=[CH:14][N:13]=2)=[O:10])=[N:6][CH:7]=1)#[N:33]. The yield is 0.470. (6) The reactants are CC(C)=O.[Cl:5][C:6]1[CH:7]=[C:8]([CH:32]=[CH:33][CH:34]=1)[C:9]([N:11]=[C:12]([NH:23][C:24]1[CH:29]=[C:28]([F:30])[CH:27]=[C:26]([Cl:31])[CH:25]=1)[NH:13][C:14]1[CH:18]=[C:17]([C:19]([F:22])([F:21])[F:20])[NH:16][N:15]=1)=[O:10]. The yield is 0.740. The product is [Cl:5][C:6]1[CH:7]=[C:8]([CH:32]=[CH:33][CH:34]=1)[C:9]([N:11]=[C:12]([NH:23][C:24]1[CH:29]=[C:28]([F:30])[CH:27]=[C:26]([Cl:31])[CH:25]=1)[NH:13][C:14]1[CH:18]=[C:17]([C:19]([F:22])([F:20])[F:21])[NH:16][N:15]=1)=[O:10]. The catalyst is CCO.